This data is from Reaction yield outcomes from USPTO patents with 853,638 reactions. The task is: Predict the reaction yield, written as a fraction of the theoretical maximum amount of product (1.0 means a 100% yield; for example, 0.34 means a 34% yield). (1) The reactants are [C:1]([CH2:4][CH2:5][C:6]1[C:10]([CH3:11])=[C:9]([CH:12]=O)[NH:8][C:7]=1[CH3:14])([OH:3])=[O:2].[CH3:15][O:16][C:17]1[CH:22]=[CH:21][CH:20]=[CH:19][C:18]=1[C:23]1[CH:31]=[C:30]2[C:26]([CH2:27][C:28](=[O:32])[NH:29]2)=[CH:25][CH:24]=1. The catalyst is N1CCCCC1.C(O)C. The product is [CH3:15][O:16][C:17]1[CH:22]=[CH:21][CH:20]=[CH:19][C:18]=1[C:23]1[CH:31]=[C:30]2[C:26]([C:27](=[CH:12][C:9]3[NH:8][C:7]([CH3:14])=[C:6]([CH2:5][CH2:4][C:1]([OH:3])=[O:2])[C:10]=3[CH3:11])[C:28](=[O:32])[NH:29]2)=[CH:25][CH:24]=1. The yield is 0.440. (2) The reactants are [C:1]([NH:5][C:6]1[CH:11]=[CH:10][C:9]([N+:12]([O-:14])=[O:13])=[CH:8][C:7]=1[C:15]#[C:16][Si](C)(C)C)([CH3:4])([CH3:3])[CH3:2].CCOC(C)=O. The catalyst is CN(C=O)C.[Cu]I. The product is [C:1]([N:5]1[C:6]2[C:7](=[CH:8][C:9]([N+:12]([O-:14])=[O:13])=[CH:10][CH:11]=2)[CH:15]=[CH:16]1)([CH3:4])([CH3:3])[CH3:2]. The yield is 0.930. (3) The reactants are [Si:1]([O:8][CH2:9][CH:10]1[CH:18]2[O:19][C:20](=[O:21])[CH:12]([CH:13]3[CH:17]2[O:16][C:15]([CH3:23])([CH3:22])[O:14]3)[NH:11]1)([C:4]([CH3:7])([CH3:6])[CH3:5])([CH3:3])[CH3:2].[CH3:24][NH2:25]. The catalyst is C1COCC1. The product is [Si:1]([O:8][CH2:9][C@H:10]1[NH:11][C@H:12]([C:20]([NH:25][CH3:24])=[O:21])[C@H:13]2[O:14][C:15]([CH3:23])([CH3:22])[O:16][C@H:17]2[C@@H:18]1[OH:19])([C:4]([CH3:7])([CH3:6])[CH3:5])([CH3:3])[CH3:2]. The yield is 0.770. (4) The catalyst is CN(C=O)C.C1C=CC([P]([Pd]([P](C2C=CC=CC=2)(C2C=CC=CC=2)C2C=CC=CC=2)([P](C2C=CC=CC=2)(C2C=CC=CC=2)C2C=CC=CC=2)[P](C2C=CC=CC=2)(C2C=CC=CC=2)C2C=CC=CC=2)(C2C=CC=CC=2)C2C=CC=CC=2)=CC=1. The product is [NH2:18][C:19]1[CH:24]=[C:23]([C:2]2[CH:7]=[CH:6][C:5]([S:8]([N:11]3[CH2:15][CH2:14][CH2:13][C@@H:12]3[CH2:16][OH:17])(=[O:10])=[O:9])=[CH:4][CH:3]=2)[CH:22]=[CH:21][CH:20]=1. The reactants are Br[C:2]1[CH:7]=[CH:6][C:5]([S:8]([N:11]2[CH2:15][CH2:14][CH2:13][C@@H:12]2[CH2:16][OH:17])(=[O:10])=[O:9])=[CH:4][CH:3]=1.[NH2:18][C:19]1[CH:20]=[C:21](B(O)O)[CH:22]=[CH:23][CH:24]=1.C(=O)([O-])[O-].[K+].[K+].O. The yield is 0.490. (5) The reactants are [CH2:1]([C:3]1[CH:4]=[C:5]([C:21]([O:23]C)=[O:22])[C:6](=[O:20])[NH:7][C:8]=1[C:9]1[CH:10]=[C:11]2[C:16](=[CH:17][CH:18]=1)[N:15]([CH3:19])[CH2:14][CH2:13][CH2:12]2)[CH3:2].O[Li].O. The catalyst is C1COCC1.O. The product is [CH2:1]([C:3]1[CH:4]=[C:5]([C:21]([OH:23])=[O:22])[C:6](=[O:20])[NH:7][C:8]=1[C:9]1[CH:10]=[C:11]2[C:16](=[CH:17][CH:18]=1)[N:15]([CH3:19])[CH2:14][CH2:13][CH2:12]2)[CH3:2]. The yield is 0.140. (6) The reactants are O[Li].O.[Br:4][C:5]1[CH:6]=[CH:7][C:8]2[N:9]([CH2:19][CH:20]3[O:24]C(=O)[N:22]([C:26]4[CH:27]=[N:28][CH:29]=[CH:30][CH:31]=4)[CH2:21]3)[C:10]3[C:15]([C:16]=2[CH:17]=1)=[CH:14][C:13]([Br:18])=[CH:12][CH:11]=3.C1COCC1. The catalyst is O. The product is [Br:18][C:13]1[CH:12]=[CH:11][C:10]2[N:9]([CH2:19][CH:20]([OH:24])[CH2:21][NH:22][C:26]3[CH:27]=[N:28][CH:29]=[CH:30][CH:31]=3)[C:8]3[C:16]([C:15]=2[CH:14]=1)=[CH:17][C:5]([Br:4])=[CH:6][CH:7]=3. The yield is 0.793. (7) The reactants are [OH:1][CH2:2][C@H:3]([NH:10][C:11](=[O:16])[CH2:12][CH2:13][C:14]#[CH:15])[C:4]1[CH:9]=[CH:8][CH:7]=[CH:6][CH:5]=1.N[C@H](C1C=CC=CC=1)CO.C(O)(=O)CCC#C.[CH3:34][C:35]([CH3:42])([CH2:39][CH:40]=[CH2:41])[C:36](O)=[O:37]. The catalyst is C(Cl)Cl. The product is [CH3:34][C:35]([CH3:42])([CH2:39][CH:40]=[CH2:41])[C:36]([O:1][CH2:2][C@H:3]([NH:10][C:11](=[O:16])[CH2:12][CH2:13][C:14]#[CH:15])[C:4]1[CH:9]=[CH:8][CH:7]=[CH:6][CH:5]=1)=[O:37]. The yield is 0.460. (8) The reactants are C(OC([NH:8][C@@H:9]([CH2:20][C:21]1[O:22][C:23]([CH2:26][C:27]2[S:28][C:29]3[CH:35]=[C:34]([C:36]4[CH:41]=[CH:40][CH:39]=[CH:38][CH:37]=4)[CH:33]=[CH:32][C:30]=3[N:31]=2)=[N:24][N:25]=1)[C:10]([O:12][CH2:13][C:14]1[CH:19]=[CH:18][CH:17]=[CH:16][CH:15]=1)=[O:11])=O)(C)(C)C.C(O)(C(F)(F)F)=O. The catalyst is C(Cl)Cl. The product is [NH2:8][C@@H:9]([CH2:20][C:21]1[O:22][C:23]([CH2:26][C:27]2[S:28][C:29]3[CH:35]=[C:34]([C:36]4[CH:37]=[CH:38][CH:39]=[CH:40][CH:41]=4)[CH:33]=[CH:32][C:30]=3[N:31]=2)=[N:24][N:25]=1)[C:10]([O:12][CH2:13][C:14]1[CH:19]=[CH:18][CH:17]=[CH:16][CH:15]=1)=[O:11]. The yield is 1.00. (9) The reactants are C[O:2][C:3]1[CH:8]=[CH:7][C:6]([C:9]([C:11]2[CH:16]=[CH:15][C:14]([CH2:17][C:18]([O:20][CH3:21])=[O:19])=[CH:13][CH:12]=2)=[O:10])=[CH:5][CH:4]=1.[Al+3].[Cl-].[Cl-].[Cl-].O. The catalyst is C1C=CC=CC=1. The product is [OH:2][C:3]1[CH:4]=[CH:5][C:6]([C:9]([C:11]2[CH:16]=[CH:15][C:14]([CH2:17][C:18]([O:20][CH3:21])=[O:19])=[CH:13][CH:12]=2)=[O:10])=[CH:7][CH:8]=1. The yield is 0.900.